This data is from Peptide-MHC class II binding affinity with 134,281 pairs from IEDB. The task is: Regression. Given a peptide amino acid sequence and an MHC pseudo amino acid sequence, predict their binding affinity value. This is MHC class II binding data. The MHC is HLA-DPA10103-DPB10301 with pseudo-sequence HLA-DPA10103-DPB10301. The peptide sequence is STWLLKPGAGIMIFD. The binding affinity (normalized) is 0.0461.